From a dataset of Catalyst prediction with 721,799 reactions and 888 catalyst types from USPTO. Predict which catalyst facilitates the given reaction. (1) Reactant: C(OC(=O)[NH:7][CH2:8][C:9]1[N:13]([C:14]2[CH:19]=[CH:18][CH:17]=[CH:16][CH:15]=2)[C:12]2[CH:20]=[C:21]([F:24])[CH:22]=[CH:23][C:11]=2[N:10]=1)(C)(C)C.[ClH:26]. Product: [ClH:26].[F:24][C:21]1[CH:22]=[CH:23][C:11]2[N:10]=[C:9]([CH2:8][NH2:7])[N:13]([C:14]3[CH:19]=[CH:18][CH:17]=[CH:16][CH:15]=3)[C:12]=2[CH:20]=1. The catalyst class is: 12. (2) Reactant: [Cl:1][C:2]1[C:10]2[N:9]=[C:8]3[N:11]([C:15]4[CH:20]=[CH:19][C:18]([Cl:21])=[CH:17][C:16]=4[Cl:22])[CH2:12][CH2:13][CH2:14][N:7]3[C:6]=2[C:5]([CH:23]([OH:26])[CH2:24][CH3:25])=[CH:4][CH:3]=1.N(C(N1CCCCC1)=O)=NC(N1CCCCC1)=O.C(P(CCCC)CCCC)CCC.[F:58][C:59]([F:63])([F:62])[CH2:60]O. The catalyst class is: 7. Product: [Cl:1][C:2]1[C:10]2[N:9]=[C:8]3[N:11]([C:15]4[CH:20]=[CH:19][C:18]([Cl:21])=[CH:17][C:16]=4[Cl:22])[CH2:12][CH2:13][CH2:14][N:7]3[C:6]=2[C:5]([CH:23]([O:26][CH2:60][C:59]([F:63])([F:62])[F:58])[CH2:24][CH3:25])=[CH:4][CH:3]=1. (3) Reactant: [CH2:1]([C@H:8]([NH:48]C(=O)OC(C)(C)C)[CH2:9][C@H:10]([OH:47])[C@@H:11]([NH:25][C:26](=[O:46])[C@@H:27]([N:32]1[CH2:36][CH2:35][N:34]([CH2:37][C:38]2[CH:43]=[CH:42][CH:41]=[C:40]([CH3:44])[N:39]=2)[C:33]1=[O:45])[C:28]([CH3:31])([CH3:30])[CH3:29])[CH2:12][C:13]1[CH:18]=[CH:17][C:16]([C:19]2[CH:24]=[CH:23][CH:22]=[CH:21][N:20]=2)=[CH:15][CH:14]=1)[C:2]1[CH:7]=[CH:6][CH:5]=[CH:4][CH:3]=1.FC(F)(F)C(O)=O. Product: [NH2:48][C@@H:8]([CH2:1][C:2]1[CH:3]=[CH:4][CH:5]=[CH:6][CH:7]=1)[CH2:9][C@H:10]([OH:47])[C@@H:11]([NH:25][C:26](=[O:46])[C@@H:27]([N:32]1[CH2:36][CH2:35][N:34]([CH2:37][C:38]2[CH:43]=[CH:42][CH:41]=[C:40]([CH3:44])[N:39]=2)[C:33]1=[O:45])[C:28]([CH3:29])([CH3:31])[CH3:30])[CH2:12][C:13]1[CH:14]=[CH:15][C:16]([C:19]2[CH:24]=[CH:23][CH:22]=[CH:21][N:20]=2)=[CH:17][CH:18]=1. The catalyst class is: 4. (4) Reactant: [Cl:1][C:2]1[C:3]([CH2:18][CH3:19])=[C:4]([NH:10][C@H:11]([C@H:15]([OH:17])[CH3:16])[C:12]([OH:14])=O)[CH:5]=[CH:6][C:7]=1[C:8]#[N:9].[C:20]([C:22]1[CH:31]=[CH:30][C:25]([C:26]([NH:28][NH2:29])=[O:27])=[CH:24][CH:23]=1)#[N:21].O.ON1C2C=CC=CC=2N=N1.Cl.CN(C)CCCN=C=NCC.C(N(CC)CC)C. Product: [Cl:1][C:2]1[C:3]([CH2:18][CH3:19])=[C:4]([NH:10][C@H:11]([C@H:15]([OH:17])[CH3:16])[C:12]([NH:29][NH:28][C:26](=[O:27])[C:25]2[CH:24]=[CH:23][C:22]([C:20]#[N:21])=[CH:31][CH:30]=2)=[O:14])[CH:5]=[CH:6][C:7]=1[C:8]#[N:9]. The catalyst class is: 1. (5) Reactant: [F:1][CH:2]([F:16])[C@H:3]1[CH2:8][C@H:7]([OH:9])[C@H:6]([NH:10]C(=O)C)[C@@H:5]([OH:14])[C@@H:4]1[OH:15].[OH-].[Na+]. Product: [NH2:10][C@H:6]1[C@@H:7]([OH:9])[CH2:8][C@H:3]([CH:2]([F:1])[F:16])[C@@H:4]([OH:15])[C@@H:5]1[OH:14]. The catalyst class is: 88. (6) Reactant: ClCCl.[OH:4][CH2:5][CH2:6][CH2:7][CH2:8][CH2:9][CH2:10][CH2:11][CH2:12][C:13]([O:15][CH3:16])=[O:14].N1C=CC=CC=1.[CH3:23][S:24](Cl)(=[O:26])=[O:25]. Product: [CH3:23][S:24]([O:4][CH2:5][CH2:6][CH2:7][CH2:8][CH2:9][CH2:10][CH2:11][CH2:12][C:13]([O:15][CH3:16])=[O:14])(=[O:26])=[O:25]. The catalyst class is: 6.